This data is from CYP2C9 inhibition data for predicting drug metabolism from PubChem BioAssay. The task is: Regression/Classification. Given a drug SMILES string, predict its absorption, distribution, metabolism, or excretion properties. Task type varies by dataset: regression for continuous measurements (e.g., permeability, clearance, half-life) or binary classification for categorical outcomes (e.g., BBB penetration, CYP inhibition). Dataset: cyp2c9_veith. (1) The drug is COC(=O)Cn1c(C(=O)N(C)C)cc2c1C[C@H]1CN(C(=O)c3ccccc3)[C@@](Cc3ccc(F)cc3)(C(=O)OC)[C@@H]21. The result is 1 (inhibitor). (2) The compound is COc1ccc(-n2c(C)n[nH]c2=O)cc1. The result is 0 (non-inhibitor). (3) The drug is O=c1c(-c2cc(F)cc(F)c2)nc2cnc(N3CCNCC3)nc2n1CCc1ccccc1. The result is 1 (inhibitor).